From a dataset of Forward reaction prediction with 1.9M reactions from USPTO patents (1976-2016). Predict the product of the given reaction. (1) Given the reactants Br[C:2]1[CH:7]=[CH:6][C:5]([Br:8])=[CH:4][CH:3]=1.C1([NH:15][C:16]2[CH:21]=[CH:20][CH:19]=[CH:18][N:17]=2)C=CC=CC=1.CC([O-])(C)C.[Na+].C(Cl)Cl.[C:31]1(C)[CH:36]=[CH:35][CH:34]=[CH:33][CH:32]=1, predict the reaction product. The product is: [Br:8][C:5]1[CH:6]=[CH:7][C:2]([NH:15][C:16]2[C:21]([C:31]3[CH:36]=[CH:35][CH:34]=[CH:33][CH:32]=3)=[CH:20][CH:19]=[CH:18][N:17]=2)=[CH:3][CH:4]=1. (2) Given the reactants [F:1][C:2]1[CH:7]=[CH:6][C:5]([N:8]2[C:16]3[C:11](=[CH:12][C:13]([O:17][C:18]4[CH:23]=[CH:22][C:21]([O:24]C)=[CH:20][CH:19]=4)=[CH:14][CH:15]=3)[CH:10]=[N:9]2)=[CH:4][CH:3]=1.N[C@H](C(O)=O)CCSC.CS(O)(=O)=O.[OH-].[Na+], predict the reaction product. The product is: [F:1][C:2]1[CH:3]=[CH:4][C:5]([N:8]2[C:16]3[C:11](=[CH:12][C:13]([O:17][C:18]4[CH:23]=[CH:22][C:21]([OH:24])=[CH:20][CH:19]=4)=[CH:14][CH:15]=3)[CH:10]=[N:9]2)=[CH:6][CH:7]=1. (3) The product is: [ClH:33].[C:1]([NH:9][C:10]1[CH:11]=[C:12]2[C:16](=[CH:17][CH:18]=1)[NH:15][C:14]([C:19]([OH:21])=[O:20])=[C:13]2[CH2:22][CH2:23][CH2:24][NH2:25])(=[O:8])[C:2]1[CH:7]=[CH:6][CH:5]=[CH:4][CH:3]=1. Given the reactants [C:1]([NH:9][C:10]1[CH:11]=[C:12]2[C:16](=[CH:17][CH:18]=1)[NH:15][C:14]([C:19]([OH:21])=[O:20])=[C:13]2[CH2:22][CH2:23][CH2:24][NH:25]C(OC(C)(C)C)=O)(=[O:8])[C:2]1[CH:7]=[CH:6][CH:5]=[CH:4][CH:3]=1.[ClH:33], predict the reaction product. (4) Given the reactants [C:1]([C:3]1([NH:7][C:8]2[CH:13]=[CH:12][C:11]([CH2:14][CH2:15][CH2:16][C:17]3[N:18](C(OC(C)(C)C)=O)[CH:19]=[CH:20][N:21]=3)=[CH:10][CH:9]=2)[CH2:6][CH2:5][CH2:4]1)#N.[N:29]([C:32]1[CH:39]=[CH:38][C:35]([C:36]#[N:37])=[C:34]([C:40]([F:43])([F:42])[F:41])[CH:33]=1)=[C:30]=[S:31].Cl.C([O-])(O)=[O:46].[Na+], predict the reaction product. The product is: [NH:21]1[CH:20]=[CH:19][N:18]=[C:17]1[CH2:16][CH2:15][CH2:14][C:11]1[CH:12]=[CH:13][C:8]([N:7]2[C:30](=[S:31])[N:29]([C:32]3[CH:39]=[CH:38][C:35]([C:36]#[N:37])=[C:34]([C:40]([F:41])([F:43])[F:42])[CH:33]=3)[C:1](=[O:46])[C:3]32[CH2:6][CH2:5][CH2:4]3)=[CH:9][CH:10]=1.